Dataset: Full USPTO retrosynthesis dataset with 1.9M reactions from patents (1976-2016). Task: Predict the reactants needed to synthesize the given product. Given the product [C:3]([O:7][C:8]([NH:10][CH2:11][C:12]([NH:14][C@@:15]1([C:32]([OH:34])=[O:33])[CH2:20][C@@H:19]([S:21][C:22]2[NH:26][CH:25]=[N:24][N:23]=2)[C@@H:18]2[C@H:16]1[C@H:17]2[C:27]([OH:29])=[O:28])=[O:13])=[O:9])([CH3:6])([CH3:4])[CH3:5], predict the reactants needed to synthesize it. The reactants are: [OH-].[Na+].[C:3]([O:7][C:8]([NH:10][CH2:11][C:12]([NH:14][C@@:15]1([C:32]([O:34]CC)=[O:33])[CH2:20][C@@H:19]([S:21][C:22]2[NH:26][CH:25]=[N:24][N:23]=2)[C@@H:18]2[C@H:16]1[C@H:17]2[C:27]([O:29]CC)=[O:28])=[O:13])=[O:9])([CH3:6])([CH3:5])[CH3:4].